This data is from Forward reaction prediction with 1.9M reactions from USPTO patents (1976-2016). The task is: Predict the product of the given reaction. (1) Given the reactants [Cl:1][C:2]1[CH:7]=[CH:6][N:5]=[CH:4][C:3]=1[CH:8]=O.[OH2:10].Cl.[NH2:12]O.[OH-].[Na+], predict the reaction product. The product is: [Cl:1][C:2]1[CH:7]=[CH:6][N:5]=[CH:4][C:3]=1[CH:8]=[N:12][OH:10]. (2) Given the reactants [O:1]1[CH2:6][CH2:5][N:4]([CH2:7][CH2:8][CH2:9][C:10]([OH:12])=O)[CH2:3][CH2:2]1.[NH2:13][C:14]1[S:15][C:16]2[CH:22]=[C:21]([Br:23])[CH:20]=[CH:19][C:17]=2[N:18]=1.CN(C(ON1N=NC2C=CC=NC1=2)=[N+](C)C)C.F[P-](F)(F)(F)(F)F.CCN(C(C)C)C(C)C, predict the reaction product. The product is: [Br:23][C:21]1[CH:20]=[CH:19][C:17]2[N:18]=[C:14]([NH:13][C:10](=[O:12])[CH2:9][CH2:8][CH2:7][N:4]3[CH2:3][CH2:2][O:1][CH2:6][CH2:5]3)[S:15][C:16]=2[CH:22]=1. (3) Given the reactants [CH:1]([NH:4][C:5]1[N:10]=[C:9]([C:11]([OH:13])=[O:12])[CH:8]=[C:7]([CH3:14])[N:6]=1)([CH3:3])[CH3:2].[CH2:15](O)[CH3:16], predict the reaction product. The product is: [CH2:15]([O:12][C:11]([C:9]1[CH:8]=[C:7]([CH3:14])[N:6]=[C:5]([NH:4][CH:1]([CH3:3])[CH3:2])[N:10]=1)=[O:13])[CH3:16]. (4) Given the reactants [O-]CC.[Na+].Cl.[Cl:6][C:7]1[CH:15]=[CH:14][C:10]([C:11]([NH2:13])=[NH:12])=[CH:9][CH:8]=1.C([O:18][C:19](=O)[CH:20]([CH3:26])[C:21](OCC)=[O:22])C.Cl, predict the reaction product. The product is: [Cl:6][C:7]1[CH:15]=[CH:14][C:10]([C:11]2[N:13]=[C:19]([OH:18])[C:20]([CH3:26])=[C:21]([OH:22])[N:12]=2)=[CH:9][CH:8]=1. (5) Given the reactants [CH3:1][O:2][C:3](=[O:15])[C:4]1[CH:9]=[C:8]([Cl:10])[CH:7]=[C:6]([N+:11]([O-])=O)[C:5]=1[NH2:14].[H][H], predict the reaction product. The product is: [CH3:1][O:2][C:3](=[O:15])[C:4]1[CH:9]=[C:8]([Cl:10])[CH:7]=[C:6]([NH2:11])[C:5]=1[NH2:14]. (6) Given the reactants Br[C:2]1[C:3](=[O:15])[C:4]([CH3:14])([CH3:13])[O:5][C:6]=1[C:7]1[CH:12]=[CH:11][N:10]=[CH:9][CH:8]=1.[CH3:16][C:17]1[C:18]([CH2:24][O:25][C:26]2[CH:31]=[CH:30][C:29](B3OC(C)(C)C(C)(C)O3)=[CH:28][CH:27]=2)=[N:19][CH:20]=[C:21]([CH3:23])[CH:22]=1.C([O-])([O-])=O.[Cs+].[Cs+], predict the reaction product. The product is: [CH3:16][C:17]1[C:18]([CH2:24][O:25][C:26]2[CH:31]=[CH:30][C:29]([C:2]3[C:3](=[O:15])[C:4]([CH3:14])([CH3:13])[O:5][C:6]=3[C:7]3[CH:12]=[CH:11][N:10]=[CH:9][CH:8]=3)=[CH:28][CH:27]=2)=[N:19][CH:20]=[C:21]([CH3:23])[CH:22]=1.